Dataset: Forward reaction prediction with 1.9M reactions from USPTO patents (1976-2016). Task: Predict the product of the given reaction. (1) Given the reactants [C:1]([O:9][CH2:10][CH3:11])(=[O:8])[CH2:2][C:3]([O:5][CH2:6][CH3:7])=[O:4].[C:12](#[N:15])[CH:13]=[CH2:14].Cl, predict the reaction product. The product is: [C:12]([CH2:13][CH2:14][C:2]([CH2:14][CH2:13][C:12]#[N:15])([C:3]([O:5][CH2:6][CH3:7])=[O:4])[C:1]([O:9][CH2:10][CH3:11])=[O:8])#[N:15]. (2) Given the reactants OC(C(F)(F)F)=O.[F:8][C:9]1[CH:36]=[CH:35][C:12]([CH2:13][N:14]2[CH2:33][CH2:32][N:17]3[C:18](=[O:31])[N:19]([CH2:24][CH:25]4[CH2:30][O:29][CH2:28][CH2:27][NH:26]4)[C:20](=[O:23])[C:21]([OH:22])=[C:16]3[C:15]2=[O:34])=[CH:11][CH:10]=1.Cl.CN(C)CCCN=C=NCC.O.ON1C2C=CC=CC=2N=N1.C(N(CC)CC)C.[CH3:67][N:68]([C:70](=[O:74])[C:71](O)=[O:72])[CH3:69], predict the reaction product. The product is: [F:8][C:9]1[CH:10]=[CH:11][C:12]([CH2:13][N:14]2[CH2:33][CH2:32][N:17]3[C:18](=[O:31])[N:19]([CH2:24][CH:25]4[CH2:30][O:29][CH2:28][CH2:27][N:26]4[C:71](=[O:72])[C:70]([N:68]([CH3:69])[CH3:67])=[O:74])[C:20](=[O:23])[C:21]([OH:22])=[C:16]3[C:15]2=[O:34])=[CH:35][CH:36]=1. (3) Given the reactants Cl[C:2]1[C:11]2[C:6](=[CH:7][CH:8]=[C:9](OC(F)(F)F)[CH:10]=2)[N:5]=[C:4]([N:17]2[CH2:23][C:22]3[CH:24]=[CH:25][CH:26]=[CH:27][C:21]=3[S:20](=[O:29])(=[O:28])[CH2:19][CH2:18]2)[CH:3]=1.[NH2:30][CH2:31][CH2:32][C:33]#[N:34].[C:35]1(P(C2C=CC=CC=2)C2C=CC3C(=CC=CC=3)C=2C2C3C(=CC=CC=3)C=CC=2P(C2C=CC=CC=2)C2C=CC=CC=2)C=CC=CC=1.CC(C)([O-])C.[Na+], predict the reaction product. The product is: [O:28]=[S:20]1(=[O:29])[C:21]2[CH:27]=[CH:26][CH:25]=[CH:24][C:22]=2[CH2:23][N:17]([C:4]2[CH:3]=[C:2]([NH:34][CH2:33][CH2:32][C:31]#[N:30])[C:11]3[C:6](=[CH:7][CH:8]=[C:9]([CH3:35])[CH:10]=3)[N:5]=2)[CH2:18][CH2:19]1. (4) Given the reactants [C:1]1([CH3:19])[CH:6]=[CH:5][CH:4]=[CH:3][C:2]=1[C:7]1[C:17]([NH2:18])=[CH:16][C:10]2[N:11]=[C:12]([NH2:15])[N:13]=[N:14][C:9]=2[CH:8]=1.C[Si]([N-][Si](C)(C)C)(C)C.[K+].[C:30]([N:34]=[C:35]=[O:36])([CH3:33])([CH3:32])[CH3:31].C([O-])(O)=O.[Na+], predict the reaction product. The product is: [NH2:15][C:12]1[N:13]=[N:14][C:9]2[CH:8]=[C:7]([C:2]3[CH:3]=[CH:4][CH:5]=[CH:6][C:1]=3[CH3:19])[C:17]([NH:18][C:35]([NH:34][C:30]([CH3:33])([CH3:32])[CH3:31])=[O:36])=[CH:16][C:10]=2[N:11]=1. (5) Given the reactants [N:1]1([CH2:8][C:9]2[CH:10]=[C:11]([C:15]3[CH:19]=[C:18]([CH2:20][CH:21]([CH3:23])[CH3:22])[S:17][C:16]=3[S:24]([NH:27]C(C)(C)C)(=[O:26])=[O:25])[CH:12]=[CH:13][CH:14]=2)[C:5](=[O:6])[CH2:4][CH2:3][C:2]1=[O:7].B(Cl)(Cl)Cl.N1(C2C=CC=CN=2)CCCC1.Cl[C:48]([O:50][CH2:51][CH2:52][CH2:53][CH3:54])=[O:49].C(O)(=O)CC(CC(O)=O)(C(O)=O)O, predict the reaction product. The product is: [CH2:51]([O:50][C:48]([NH:27][S:24]([C:16]1[S:17][C:18]([CH2:20][CH:21]([CH3:23])[CH3:22])=[CH:19][C:15]=1[C:11]1[CH:12]=[CH:13][CH:14]=[C:9]([CH2:8][N:1]2[C:5](=[O:6])[CH2:4][CH2:3][C:2]2=[O:7])[CH:10]=1)(=[O:25])=[O:26])=[O:49])[CH2:52][CH2:53][CH3:54]. (6) Given the reactants C[O:2][C:3](=[O:29])[CH2:4][C:5]1[C:9]2[C:10]([Cl:27])=[CH:11][C:12]([O:14][CH2:15][C:16]3[C:17]([CH3:26])=[N:18][C:19]([C:22]([F:25])([F:24])[F:23])=[CH:20][CH:21]=3)=[CH:13][C:8]=2[S:7][C:6]=1[CH3:28].C1COCC1.[OH-].[Na+].Cl, predict the reaction product. The product is: [Cl:27][C:10]1[C:9]2[C:5]([CH2:4][C:3]([OH:29])=[O:2])=[C:6]([CH3:28])[S:7][C:8]=2[CH:13]=[C:12]([O:14][CH2:15][C:16]2[C:17]([CH3:26])=[N:18][C:19]([C:22]([F:23])([F:25])[F:24])=[CH:20][CH:21]=2)[CH:11]=1.